This data is from Full USPTO retrosynthesis dataset with 1.9M reactions from patents (1976-2016). The task is: Predict the reactants needed to synthesize the given product. (1) The reactants are: [Br:1][C:2]1[CH:10]=[C:9]2[C:5]([C:6]([CH:11]=[O:12])=[CH:7][NH:8]2)=[CH:4][CH:3]=1.[H-].[Na+].[CH3:15][O:16][C:17]1[CH:22]=[CH:21][C:20]([S:23](Cl)(=[O:25])=[O:24])=[CH:19][C:18]=1[N:27]1[CH2:32][CH2:31][O:30][CH2:29][CH2:28]1. Given the product [Br:1][C:2]1[CH:10]=[C:9]2[C:5]([C:6]([CH:11]=[O:12])=[CH:7][N:8]2[S:23]([C:20]2[CH:21]=[CH:22][C:17]([O:16][CH3:15])=[C:18]([N:27]3[CH2:32][CH2:31][O:30][CH2:29][CH2:28]3)[CH:19]=2)(=[O:24])=[O:25])=[CH:4][CH:3]=1, predict the reactants needed to synthesize it. (2) The reactants are: Cl.[CH3:2][O:3][C:4]1[CH:5]=[CH:6][C:7]([C:10](=[NH:12])[NH2:11])=[N:8][CH:9]=1.C[O-].[Na+].[F:16][CH:17]([C:22](OC)=[O:23])[C:18](OC)=[O:19].Cl. Given the product [F:16][C:17]1[C:18](=[O:19])[NH:12][C:10]([C:7]2[CH:6]=[CH:5][C:4]([O:3][CH3:2])=[CH:9][N:8]=2)=[N:11][C:22]=1[OH:23], predict the reactants needed to synthesize it. (3) Given the product [CH3:1][C:2]1[N:7]=[C:6]([CH3:8])[C:5]([C:9]([OH:11])=[O:10])=[C:4]([CH3:13])[N:3]=1, predict the reactants needed to synthesize it. The reactants are: [CH3:1][C:2]1[N:7]=[C:6]([CH3:8])[C:5]([C:9]([O:11]C)=[O:10])=[C:4]([CH3:13])[N:3]=1.CO.[OH-].[Na+].Cl. (4) Given the product [CH3:12][O:11][C:9]([C:2]1[S:1][C:5]([C:6](=[O:8])[NH:25][C@H:23]([C:20]2[CH:21]=[CH:22][C:17]([CH3:26])=[CH:18][CH:19]=2)[CH3:24])=[CH:4][CH:3]=1)=[O:10], predict the reactants needed to synthesize it. The reactants are: [S:1]1[C:5]([C:6]([O-:8])=O)=[CH:4][CH:3]=[C:2]1[C:9]([O:11][CH3:12])=[O:10].S(Cl)(Cl)=O.[C:17]1([CH3:26])[CH:22]=[CH:21][C:20]([C@@H:23]([NH2:25])[CH3:24])=[CH:19][CH:18]=1.C(N(CC)CC)C. (5) Given the product [CH2:1]([O:8][CH2:9][C@H:10]([OH:11])[CH2:14][OH:13])[C:2]1[CH:7]=[CH:6][CH:5]=[CH:4][CH:3]=1, predict the reactants needed to synthesize it. The reactants are: [CH2:1]([O:8][CH2:9][C@H:10]1[CH2:14][O:13]C(C)(C)[O:11]1)[C:2]1[CH:7]=[CH:6][CH:5]=[CH:4][CH:3]=1.Cl.C(=O)([O-])O.[Na+]. (6) The reactants are: S.[Cl:2][C:3]1[S:7][C:6]([O:8][CH2:9][C:10]([N:12]2[CH2:17][CH2:16][N:15]([CH2:18][C:19]3[CH:24]=[CH:23][C:22]([C:25]#[N:26])=[CH:21][CH:20]=3)[C:14](=[O:27])[CH:13]2[CH2:28][C:29]([O:31][CH2:32][CH3:33])=[O:30])=[O:11])=[CH:5][CH:4]=1.CI.[CH3:36][NH:37][CH3:38].C(O)(=O)C. Given the product [CH3:36][N:37]([N:26]=[CH:25][C:22]1[CH:23]=[CH:24][C:19]([CH2:18][N:15]2[CH2:16][CH2:17][N:12]([C:10](=[O:11])[CH2:9][O:8][C:6]3[S:7][C:3]([Cl:2])=[CH:4][CH:5]=3)[CH:13]([CH2:28][C:29]([O:31][CH2:32][CH3:33])=[O:30])[C:14]2=[O:27])=[CH:20][CH:21]=1)[CH3:38], predict the reactants needed to synthesize it. (7) Given the product [Br:15][C:16]1[N:17]=[C:18]([C@@H:22]([NH:2][C:1](=[O:8])[O:3][C:4]([CH3:7])([CH3:6])[CH3:5])[C@H:23]([OH:10])[C:24]2[CH:29]=[CH:28][CH:27]=[C:26]([O:30][CH3:31])[CH:25]=2)[CH:19]=[CH:20][CH:21]=1, predict the reactants needed to synthesize it. The reactants are: [C:1](=[O:8])([O:3][C:4]([CH3:7])([CH3:6])[CH3:5])[NH2:2].Cl[O:10]C(C)(C)C.[Br:15][C:16]1[CH:21]=[CH:20][CH:19]=[C:18](/[CH:22]=[CH:23]/[C:24]2[CH:29]=[CH:28][CH:27]=[C:26]([O:30][CH3:31])[CH:25]=2)[N:17]=1.O.